Dataset: HIV replication inhibition screening data with 41,000+ compounds from the AIDS Antiviral Screen. Task: Binary Classification. Given a drug SMILES string, predict its activity (active/inactive) in a high-throughput screening assay against a specified biological target. (1) The molecule is Cc1cc2c(cc1C)[n+]1c(N(C)C)n3ccccc3c1c1c3cccc[n+]3c(N(C)C)n21.[O-][Cl+3]([O-])([O-])[O-]. The result is 0 (inactive). (2) The drug is CC(=O)NNc1nc(C)c(C(=O)NNC(=O)C(=O)Nc2c(C)cccc2C(C)C)s1. The result is 0 (inactive).